This data is from CYP2D6 inhibition data for predicting drug metabolism from PubChem BioAssay. The task is: Regression/Classification. Given a drug SMILES string, predict its absorption, distribution, metabolism, or excretion properties. Task type varies by dataset: regression for continuous measurements (e.g., permeability, clearance, half-life) or binary classification for categorical outcomes (e.g., BBB penetration, CYP inhibition). Dataset: cyp2d6_veith. (1) The compound is Clc1ccccc1-c1cc(NCc2cccnc2)ncn1. The result is 0 (non-inhibitor). (2) The result is 0 (non-inhibitor). The molecule is C[C@@H]1OC=C2[C@@H](O)[C@H]3O[C@H]3C(=O)[C@]23[C@H]2O[C@H](C)[C@H](C4=C2[C@@H](O)[C@H]2O[C@@H]2C4=O)[C@@H]13.